From a dataset of Forward reaction prediction with 1.9M reactions from USPTO patents (1976-2016). Predict the product of the given reaction. (1) The product is: [CH3:11][C:8]1[CH:7]=[C:3]2[C:4]([O:6][C:13](=[O:14])[NH:1][C:2]2=[CH:10][CH:9]=1)=[O:5]. Given the reactants [NH2:1][C:2]1[CH:10]=[CH:9][C:8]([CH3:11])=[CH:7][C:3]=1[C:4]([OH:6])=[O:5].Cl[C:13](OCC)=[O:14], predict the reaction product. (2) Given the reactants [Si]([O:8][CH:9]([C:22]1[O:23][C:24]([CH:27]=[O:28])=[CH:25][N:26]=1)[CH2:10][CH2:11][CH2:12][CH2:13][CH2:14][CH2:15][C:16]1[CH:21]=[CH:20][CH:19]=[CH:18][CH:17]=1)(C(C)(C)C)(C)C.[Si](OC(C1OC=CN=1)CCCCCCC1C=CC=CC=1)(C(C)(C)C)(C)C, predict the reaction product. The product is: [C:16]1([CH2:15][CH2:14][CH2:13][CH2:12][CH2:11][CH2:10][C:9]([C:22]2[O:23][C:24]([CH:27]=[O:28])=[CH:25][N:26]=2)=[O:8])[CH:17]=[CH:18][CH:19]=[CH:20][CH:21]=1. (3) Given the reactants [CH2:1]([O:8][CH2:9][C@@H:10]([O:15][C:16]1[CH:21]=[CH:20][C:19]([F:22])=[C:18]([C:23](=[O:25])[NH2:24])[C:17]=1[F:26])[C:11]([O:13]C)=[O:12])[C:2]1[CH:7]=[CH:6][CH:5]=[CH:4][CH:3]=1.[OH-].[Li+].O, predict the reaction product. The product is: [CH2:1]([O:8][CH2:9][C@@H:10]([O:15][C:16]1[CH:21]=[CH:20][C:19]([F:22])=[C:18]([C:23](=[O:25])[NH2:24])[C:17]=1[F:26])[C:11]([OH:13])=[O:12])[C:2]1[CH:3]=[CH:4][CH:5]=[CH:6][CH:7]=1. (4) Given the reactants [CH3:1][C:2]([CH3:15])([CH2:6][O:7][CH2:8][C:9]1[CH:14]=[CH:13][CH:12]=[CH:11][CH:10]=1)[C:3](O)=[O:4].C(Cl)(=O)C([Cl:19])=O, predict the reaction product. The product is: [CH3:1][C:2]([CH3:15])([CH2:6][O:7][CH2:8][C:9]1[CH:14]=[CH:13][CH:12]=[CH:11][CH:10]=1)[C:3]([Cl:19])=[O:4]. (5) Given the reactants [S:1]1[C:5]([C:6](=O)[CH3:7])=[CH:4][N:3]=[CH:2]1.[Br:9][C:10]1[CH:11]=[CH:12][C:13]([N+:18]([O-])=O)=[C:14]([CH:17]=1)[CH:15]=O.[OH-].[K+], predict the reaction product. The product is: [Br:9][C:10]1[CH:17]=[C:14]2[C:13](=[CH:12][CH:11]=1)[N:18]=[C:6]([C:5]1[S:1][CH:2]=[N:3][CH:4]=1)[CH:7]=[CH:15]2. (6) Given the reactants [NH2:1][C:2]1[C:3]([O:9][CH2:10][C:11]([N:13]2[CH2:18][CH2:17][N:16]([CH2:19][C:20]3[CH:25]=[CH:24][C:23]([F:26])=[CH:22][CH:21]=3)[CH2:15][C@H:14]2[CH3:27])=[O:12])=[N:4][CH:5]=[C:6]([Cl:8])[CH:7]=1.CN1CCOCC1.[C:35]1(=[O:41])[O:40][C:38](=[O:39])[CH2:37][CH2:36]1, predict the reaction product. The product is: [Cl:8][C:6]1[CH:7]=[C:2]([NH:1][C:35](=[O:41])[CH2:36][CH2:37][C:38]([OH:40])=[O:39])[C:3]([O:9][CH2:10][C:11]([N:13]2[CH2:18][CH2:17][N:16]([CH2:19][C:20]3[CH:25]=[CH:24][C:23]([F:26])=[CH:22][CH:21]=3)[CH2:15][C@H:14]2[CH3:27])=[O:12])=[N:4][CH:5]=1.